This data is from Full USPTO retrosynthesis dataset with 1.9M reactions from patents (1976-2016). The task is: Predict the reactants needed to synthesize the given product. (1) Given the product [F:1][C:2]1[CH:3]=[C:4]([NH:9][C:10](=[O:11])[C:12]2[CH:13]=[C:14]([S:19](=[O:21])(=[O:20])[NH:30][C@@H:31]([CH3:34])[CH2:32][OH:33])[CH:15]=[CH:16][C:17]=2[F:18])[CH:5]=[CH:6][C:7]=1[F:8], predict the reactants needed to synthesize it. The reactants are: [F:1][C:2]1[CH:3]=[C:4]([NH:9][C:10]([C:12]2[CH:13]=[C:14]([S:19](Cl)(=[O:21])=[O:20])[CH:15]=[CH:16][C:17]=2[F:18])=[O:11])[CH:5]=[CH:6][C:7]=1[F:8].CCN(CC)CC.[NH2:30][C@@H:31]([CH3:34])[CH2:32][OH:33]. (2) Given the product [OH:10][C@H:5]1[CH2:4][O:3][CH2:2][C@@H:1]([C:7]([OH:6])=[O:8])[CH2:9]1, predict the reactants needed to synthesize it. The reactants are: [C@H:1]12[CH2:9][C@H:5]([O:6][C:7]1=[O:8])[CH2:4][O:3][CH2:2]2.[OH-:10].[Na+].Cl. (3) Given the product [Cl:17][C:18]1[CH:19]=[C:20]([NH:21][C:2]2[CH:7]=[C:6]([NH:8][CH:9]3[CH2:11][CH2:10]3)[N:5]3[N:12]=[CH:13][C:14]([CH:15]=[O:16])=[C:4]3[N:3]=2)[CH:22]=[CH:23][CH:24]=1, predict the reactants needed to synthesize it. The reactants are: Cl[C:2]1[CH:7]=[C:6]([NH:8][CH:9]2[CH2:11][CH2:10]2)[N:5]2[N:12]=[CH:13][C:14]([CH:15]=[O:16])=[C:4]2[N:3]=1.[Cl:17][C:18]1[CH:19]=[C:20]([CH:22]=[CH:23][CH:24]=1)[NH2:21].